From a dataset of Peptide-MHC class I binding affinity with 185,985 pairs from IEDB/IMGT. Regression. Given a peptide amino acid sequence and an MHC pseudo amino acid sequence, predict their binding affinity value. This is MHC class I binding data. (1) The MHC is HLA-B58:01 with pseudo-sequence HLA-B58:01. The binding affinity (normalized) is 0.0845. The peptide sequence is YPLTFGWCF. (2) The peptide sequence is TEWPQLKVA. The MHC is HLA-A02:16 with pseudo-sequence HLA-A02:16. The binding affinity (normalized) is 0.0847. (3) The peptide sequence is APGSPTNLEF. The MHC is HLA-B53:01 with pseudo-sequence HLA-B53:01. The binding affinity (normalized) is 0.416. (4) The binding affinity (normalized) is 0.521. The peptide sequence is STMRRMALR. The MHC is BoLA-T2a with pseudo-sequence BoLA-T2a.